Dataset: Forward reaction prediction with 1.9M reactions from USPTO patents (1976-2016). Task: Predict the product of the given reaction. Given the reactants [F:1][C:2]([F:8])([F:7])[C:3]([OH:6])([CH3:5])[CH3:4].F[C:10]1[CH:15]=[CH:14][C:13]([N+:16]([O-:18])=[O:17])=[CH:12][C:11]=1[N:19]1[C:23](=[O:24])[N:22]([CH3:25])[N:21]=[N:20]1, predict the reaction product. The product is: [F:1][C:2]([F:8])([F:7])[C:3]([CH3:5])([O:6][C:10]1[CH:15]=[CH:14][C:13]([N+:16]([O-:18])=[O:17])=[CH:12][C:11]=1[N:19]1[C:23](=[O:24])[N:22]([CH3:25])[N:21]=[N:20]1)[CH3:4].